The task is: Predict the product of the given reaction.. This data is from Forward reaction prediction with 1.9M reactions from USPTO patents (1976-2016). (1) The product is: [S:5]1[CH:9]=[CH:8][C:7]([C:10]([O:12][CH2:13][CH3:14])=[O:11])=[CH:6]1. Given the reactants S(Cl)(Cl)=O.[S:5]1[CH:9]=[CH:8][C:7]([C:10]([OH:12])=[O:11])=[CH:6]1.[CH2:13](O)[CH3:14], predict the reaction product. (2) Given the reactants [N:1]1[C:10]2[C:5](=[CH:6][CH:7]=[CH:8][CH:9]=2)[CH:4]=[CH:3][C:2]=1[N:11]1[CH2:16][C@@H:15]2[CH2:17][C@H:12]1[CH2:13][NH:14]2.[CH2:18]=O, predict the reaction product. The product is: [NH3:1].[N:1]1[C:10]2[C:5](=[CH:6][CH:7]=[CH:8][CH:9]=2)[CH:4]=[CH:3][C:2]=1[N:11]1[CH2:16][C@@H:15]2[CH2:17][C@H:12]1[CH2:13][N:14]2[CH3:18].